Dataset: hERG Central: cardiac toxicity at 1µM, 10µM, and general inhibition. Task: Predict hERG channel inhibition at various concentrations. (1) The compound is COc1cc(Cl)ccc1OCc1cc(C(=O)NC(C)Cc2cnccn2)no1. Results: hERG_inhib (hERG inhibition (general)): blocker. (2) The drug is COc1ccccc1C(CNc1ncnc2sc(C)c(C)c12)N(C)C. Results: hERG_inhib (hERG inhibition (general)): blocker. (3) The molecule is CCCCNC(=O)c1sc2ncnc(N3CCc4ccccc4C3)c2c1C. Results: hERG_inhib (hERG inhibition (general)): blocker. (4) The molecule is OCCC1CN(CCCc2ccccc2)CCN1Cc1ccc(F)cc1. Results: hERG_inhib (hERG inhibition (general)): blocker. (5) The molecule is COc1ccc(SCCN2CC[C@@H](NC(=O)OCc3ccccc3)CCC2=O)cc1. Results: hERG_inhib (hERG inhibition (general)): blocker. (6) The molecule is Cc1cccc(CN2CCC(CNC(=O)CSc3cc(=O)n(C)c4cc(Cl)ccc34)CC2)c1. Results: hERG_inhib (hERG inhibition (general)): blocker. (7) The compound is CCCn1c(=O)c2c(nc3n2CCCN3CCc2ccccc2)n(C)c1=O. Results: hERG_inhib (hERG inhibition (general)): blocker.